Dataset: Reaction yield outcomes from USPTO patents with 853,638 reactions. Task: Predict the reaction yield, written as a fraction of the theoretical maximum amount of product (1.0 means a 100% yield; for example, 0.34 means a 34% yield). (1) The reactants are [Cl:1][C:2]1[CH:10]=[C:9]2[C:5]([CH:6]=[C:7]([CH:11]=[O:12])[NH:8]2)=[CH:4][CH:3]=1.[H-].[Na+].[CH:15](Br)([C:22]1[CH:27]=[CH:26][CH:25]=[CH:24][CH:23]=1)[C:16]1[CH:21]=[CH:20][CH:19]=[CH:18][CH:17]=1. The catalyst is CN(C=O)C.[N+](CCCC)(CCCC)(CCCC)CCCC.[I-]. The product is [CH:15]([N:8]1[C:9]2[C:5](=[CH:4][CH:3]=[C:2]([Cl:1])[CH:10]=2)[CH:6]=[C:7]1[CH:11]=[O:12])([C:16]1[CH:21]=[CH:20][CH:19]=[CH:18][CH:17]=1)[C:22]1[CH:27]=[CH:26][CH:25]=[CH:24][CH:23]=1. The yield is 0.400. (2) The reactants are [Br:1][C:2]1[C:3]([C:10]([C:12]2[CH:17]=[CH:16][CH:15]=[CH:14][CH:13]=2)=[O:11])=[CH:4][C:5]([O:8]C)=[N:6][CH:7]=1.Cl.N1C=CC=CC=1. The catalyst is C(Cl)Cl. The product is [C:10]([C:3]1[C:2]([Br:1])=[CH:7][NH:6][C:5](=[O:8])[CH:4]=1)(=[O:11])[C:12]1[CH:17]=[CH:16][CH:15]=[CH:14][CH:13]=1. The yield is 0.240. (3) The reactants are Cl[C:2]1[N:10]=[CH:9][CH:8]=[CH:7][C:3]=1[C:4](Cl)=[O:5].[CH2:11]([NH:13][CH2:14][CH3:15])[CH3:12].C(N(CC)CC)C.C(Cl)[Cl:24]. No catalyst specified. The product is [Cl:24][C:9]1[CH:8]=[CH:7][C:3]([C:4]([N:13]([CH2:14][CH3:15])[CH2:11][CH3:12])=[O:5])=[CH:2][N:10]=1. The yield is 0.950. (4) The reactants are C(=O)([O-])[O-].[Na+].[Na+].Br[C:8]1[N:9]([C:24]2[C:33]3[C:28](=[CH:29][CH:30]=[CH:31][CH:32]=3)[C:27]([CH:34]3[CH2:36][CH2:35]3)=[CH:26][CH:25]=2)[C:10]([S:13][C:14]([CH3:23])([CH3:22])[C:15]([O:17][C:18]([CH3:21])([CH3:20])[CH3:19])=[O:16])=[N:11][N:12]=1.[C:37]1(B(O)O)[CH:42]=[CH:41][CH:40]=[CH:39][CH:38]=1. The catalyst is C1(C)C=CC=CC=1.C1COCC1.C1C=CC([P]([Pd]([P](C2C=CC=CC=2)(C2C=CC=CC=2)C2C=CC=CC=2)([P](C2C=CC=CC=2)(C2C=CC=CC=2)C2C=CC=CC=2)[P](C2C=CC=CC=2)(C2C=CC=CC=2)C2C=CC=CC=2)(C2C=CC=CC=2)C2C=CC=CC=2)=CC=1. The product is [CH:34]1([C:27]2[C:28]3[C:33](=[CH:32][CH:31]=[CH:30][CH:29]=3)[C:24]([N:9]3[C:8]([C:37]4[CH:42]=[CH:41][CH:40]=[CH:39][CH:38]=4)=[N:12][N:11]=[C:10]3[S:13][C:14]([CH3:23])([CH3:22])[C:15]([O:17][C:18]([CH3:21])([CH3:20])[CH3:19])=[O:16])=[CH:25][CH:26]=2)[CH2:36][CH2:35]1. The yield is 0.730. (5) The reactants are [Br:1][C:2]1[C:3]([CH3:11])=[C:4]([CH:8]=[CH:9][CH:10]=1)[C:5]([OH:7])=[O:6].[C:12](=O)(O)[O-].[Na+].IC. The catalyst is CN(C=O)C. The product is [Br:1][C:2]1[C:3]([CH3:11])=[C:4]([CH:8]=[CH:9][CH:10]=1)[C:5]([O:7][CH3:12])=[O:6]. The yield is 1.00.